From a dataset of Catalyst prediction with 721,799 reactions and 888 catalyst types from USPTO. Predict which catalyst facilitates the given reaction. (1) Reactant: [CH:1](OC(=O)C)=O.C(O)=O.C(OC(=O)C)(=O)C.Cl.[C:18]1([C@@H:24]2[CH2:26][C@H:25]2[NH2:27])[CH:23]=[CH:22][CH:21]=[CH:20][CH:19]=1.CN1CCOCC1. Product: [CH3:1][NH:27][C@@H:25]1[CH2:26][C@H:24]1[C:18]1[CH:23]=[CH:22][CH:21]=[CH:20][CH:19]=1. The catalyst class is: 1. (2) The catalyst class is: 36. Reactant: [Cl:1][C:2]1[CH:3]=[C:4]2[C:9](=[CH:10][C:11]=1[O:12][C:13]1[CH:18]=[CH:17][C:16]([C:19](=[O:34])[NH:20][C:21]3[CH:25]=[CH:24][N:23]([C:26]4[CH:31]=[CH:30][C:29]([F:32])=[C:28]([F:33])[CH:27]=4)[N:22]=3)=[CH:15][CH:14]=1)[O:8][CH2:7][CH2:6][CH:5]2[C:35]([O:37]CC)=[O:36].[OH-].[Na+]. Product: [Cl:1][C:2]1[CH:3]=[C:4]2[C:9](=[CH:10][C:11]=1[O:12][C:13]1[CH:18]=[CH:17][C:16]([C:19](=[O:34])[NH:20][C:21]3[CH:25]=[CH:24][N:23]([C:26]4[CH:31]=[CH:30][C:29]([F:32])=[C:28]([F:33])[CH:27]=4)[N:22]=3)=[CH:15][CH:14]=1)[O:8][CH2:7][CH2:6][CH:5]2[C:35]([OH:37])=[O:36]. (3) Reactant: [CH3:1][O:2][CH2:3][CH2:4][OH:5].[H-].[Na+].F[C:9]1[CH:17]=[CH:16][C:12]([C:13]([OH:15])=[O:14])=[CH:11][C:10]=1[N+:18]([O-:20])=[O:19]. Product: [CH3:1][O:2][CH2:3][CH2:4][O:5][C:9]1[CH:17]=[CH:16][C:12]([C:13]([OH:15])=[O:14])=[CH:11][C:10]=1[N+:18]([O-:20])=[O:19]. The catalyst class is: 3. (4) Reactant: [CH2:1]([O:3][C:4]([NH:6][C:7]1[CH:12]=[CH:11][C:10]([N:13]2[CH2:18][CH2:17][O:16][CH2:15][CH2:14]2)=[C:9]([F:19])[CH:8]=1)=[O:5])[CH3:2].C([C:24]1[CH:34]=[CH:33][CH:32]=[C:26]2[C:27]([NH:29][C:30](=[O:31])[C:25]=12)=[O:28])[C@@H]1OC1.[CH:35](N(CC)C(C)C)(C)C. Product: [F:19][C:9]1[CH:8]=[C:7]([N:6]2[CH2:2][C@H:1]([CH2:35][N:29]3[C:30](=[O:31])[C:25]4=[CH:24][CH:34]=[CH:33][CH:32]=[C:26]4[C:27]3=[O:28])[O:3][C:4]2=[O:5])[CH:12]=[CH:11][C:10]=1[N:13]1[CH2:18][CH2:17][O:16][CH2:15][CH2:14]1. The catalyst class is: 21. (5) Reactant: CC(OI1(OC(C)=O)(OC(C)=O)OC(=O)C2C=CC=CC1=2)=O.N1C=CC=CC=1.[OH:29][CH2:30][C:31]1[N:32]([CH2:40][CH2:41][C:42]([O:44][CH3:45])=[O:43])[C:33]2[C:38]([CH:39]=1)=[CH:37][CH:36]=[CH:35][CH:34]=2. Product: [CH:30]([C:31]1[N:32]([CH2:40][CH2:41][C:42]([O:44][CH3:45])=[O:43])[C:33]2[C:38]([CH:39]=1)=[CH:37][CH:36]=[CH:35][CH:34]=2)=[O:29]. The catalyst class is: 4. (6) Reactant: [NH2:1][C:2]1[C:3]([C:15]([NH:17][CH3:18])=[O:16])=[N:4][C:5]([C:8]2[CH:13]=[CH:12][CH:11]=[C:10]([NH2:14])[CH:9]=2)=[CH:6][N:7]=1.[CH2:19]([N:26]=[C:27]=[O:28])[C:20]1[CH:25]=[CH:24][CH:23]=[CH:22][CH:21]=1. Product: [NH2:1][C:2]1[C:3]([C:15]([NH:17][CH3:18])=[O:16])=[N:4][C:5]([C:8]2[CH:13]=[CH:12][CH:11]=[C:10]([NH:14][C:27]([NH:26][CH2:19][C:20]3[CH:25]=[CH:24][CH:23]=[CH:22][CH:21]=3)=[O:28])[CH:9]=2)=[CH:6][N:7]=1. The catalyst class is: 7. (7) Reactant: [CH:1]1[CH:6]=[C:5]([NH:7][C:8]2[N:13]=[CH:12][CH:11]=[CH:10][CH:9]=2)[N:4]=[CH:3][CH:2]=1.[OH-].[K+].I[CH2:17][CH2:18][CH2:19][CH2:20][CH2:21][CH2:22][CH2:23][CH2:24][CH2:25][CH2:26][CH2:27][CH2:28][CH2:29][CH2:30][CH2:31][CH2:32][CH2:33][CH3:34]. Product: [CH2:34]([N:7]([C:5]1[CH:6]=[CH:1][CH:2]=[CH:3][N:4]=1)[C:8]1[CH:9]=[CH:10][CH:11]=[CH:12][N:13]=1)[CH2:33][CH2:32][CH2:31][CH2:30][CH2:29][CH2:28][CH2:27][CH2:26][CH2:25][CH2:24][CH2:23][CH2:22][CH2:21][CH2:20][CH2:19][CH2:18][CH3:17]. The catalyst class is: 9. (8) Reactant: [N:1]1([C:7]2[C:13]3[CH:14]=[CH:15][CH:16]=[CH:17][C:12]=3[S:11][C:10]3[CH:18]=[CH:19][CH:20]=[CH:21][C:9]=3[N:8]=2)[CH2:6][CH2:5][NH:4][CH2:3][CH2:2]1.C1(C)C=CC=CC=1.[ClH:29]. Product: [ClH:29].[ClH:29].[N:1]1([C:7]2[C:13]3[CH:14]=[CH:15][CH:16]=[CH:17][C:12]=3[S:11][C:10]3[CH:18]=[CH:19][CH:20]=[CH:21][C:9]=3[N:8]=2)[CH2:2][CH2:3][NH:4][CH2:5][CH2:6]1. The catalyst class is: 6. (9) Reactant: C([Si]([O:8][CH2:9][CH2:10][CH:11]([S:21]([C:24]1[CH:29]=[CH:28][C:27]([Cl:30])=[CH:26][CH:25]=1)(=[O:23])=[O:22])[C:12]1[C:17]([F:18])=[CH:16][CH:15]=[C:14]([F:19])[C:13]=1[F:20])(C)C)(C)(C)C.[F-].C([N+](CCCC)(CCCC)CCCC)CCC.C(OCC)(=O)C.O. Product: [Cl:30][C:27]1[CH:28]=[CH:29][C:24]([S:21]([CH:11]([C:12]2[C:17]([F:18])=[CH:16][CH:15]=[C:14]([F:19])[C:13]=2[F:20])[CH2:10][CH2:9][OH:8])(=[O:22])=[O:23])=[CH:25][CH:26]=1. The catalyst class is: 1. (10) Reactant: [CH3:1][S:2]([NH:5][C:6]1[CH:15]=[CH:14][CH:13]=[CH:12][C:7]=1[C:8]([O:10]C)=O)(=[O:4])=[O:3].[CH3:16][Si:17]([CH3:24])([CH3:23])[CH2:18][CH2:19][O:20][CH2:21]Cl.[H-].[Na+]. Product: [O:4]=[S:2]1(=[O:3])[CH2:1][C:8](=[O:10])[C:7]2[CH:12]=[CH:13][CH:14]=[CH:15][C:6]=2[N:5]1[CH2:21][O:20][CH2:19][CH2:18][Si:17]([CH3:24])([CH3:23])[CH3:16]. The catalyst class is: 9.